The task is: Predict the reactants needed to synthesize the given product.. This data is from Full USPTO retrosynthesis dataset with 1.9M reactions from patents (1976-2016). (1) Given the product [ClH:34].[CH2:10]([O:12][C@H:13]1[CH2:18][CH2:17][C@H:16]([N:19]2[CH2:20][CH2:21][CH:22]([N:25]3[C:26]4[CH:31]=[C:30]([CH3:32])[CH:29]=[CH:28][C:27]=4[O:33][C:35]3=[O:37])[CH2:23][CH2:24]2)[CH2:15][CH2:14]1)[CH3:11], predict the reactants needed to synthesize it. The reactants are: C(N(C(C)C)CC)(C)C.[CH2:10]([O:12][C@H:13]1[CH2:18][CH2:17][C@H:16]([N:19]2[CH2:24][CH2:23][CH:22]([NH:25][C:26]3[CH:31]=[C:30]([CH3:32])[CH:29]=[CH:28][C:27]=3[OH:33])[CH2:21][CH2:20]2)[CH2:15][CH2:14]1)[CH3:11].[Cl:34][C:35](Cl)([O:37]C(=O)OC(Cl)(Cl)Cl)Cl. (2) Given the product [Cl:3][C:4]1[CH:9]=[CH:8][CH:7]=[C:6]([Cl:10])[C:5]=1[CH2:11][C:12]1[CH2:14][CH2:18][CH2:17][N:16]=1, predict the reactants needed to synthesize it. The reactants are: O.Cl.[Cl:3][C:4]1[CH:9]=[CH:8][CH:7]=[C:6]([Cl:10])[C:5]=1[CH2:11][C:12]([CH:14]1[CH2:18][CH2:17][N:16](C=C)C1=O)=O. (3) The reactants are: C(OC(=O)[NH:7][CH2:8][CH2:9][N:10]1[C:19]2[C:14](=[CH:15][CH:16]=[CH:17][CH:18]=2)[CH2:13][CH:12]([NH:20][C:21]([C:23]2[NH:32][C:26]3=[CH:27][N:28]=[C:29]([Cl:31])[CH:30]=[C:25]3[CH:24]=2)=[O:22])[C:11]1=[O:33])(C)(C)C.C1(C)C=CC=CC=1.[C:42]([OH:48])([C:44]([F:47])([F:46])[F:45])=[O:43].O. Given the product [F:45][C:44]([F:47])([F:46])[C:42]([OH:48])=[O:43].[NH2:7][CH2:8][CH2:9][N:10]1[C:19]2[C:14](=[CH:15][CH:16]=[CH:17][CH:18]=2)[CH2:13][CH:12]([NH:20][C:21]([C:23]2[NH:32][C:26]3=[CH:27][N:28]=[C:29]([Cl:31])[CH:30]=[C:25]3[CH:24]=2)=[O:22])[C:11]1=[O:33], predict the reactants needed to synthesize it. (4) Given the product [CH2:28]([O:27][NH:26][C:25]([C@@H:7]1[C@@H:8]([C:11]([N:13]2[CH2:14][CH2:15][N:16]([C:19]3[CH:20]=[CH:21][CH:22]=[CH:23][CH:24]=3)[CH2:17][CH2:18]2)=[O:12])[CH2:9][CH2:10][CH:5]([CH2:4][C:3]([OH:36])=[O:2])[CH2:6]1)=[O:35])[C:29]1[CH:30]=[CH:31][CH:32]=[CH:33][CH:34]=1, predict the reactants needed to synthesize it. The reactants are: C[O:2][C:3](=[O:36])[CH2:4][CH:5]1[CH2:10][CH2:9][C@H:8]([C:11]([N:13]2[CH2:18][CH2:17][N:16]([C:19]3[CH:24]=[CH:23][CH:22]=[CH:21][CH:20]=3)[CH2:15][CH2:14]2)=[O:12])[C@@H:7]([C:25](=[O:35])[NH:26][O:27][CH2:28][C:29]2[CH:34]=[CH:33][CH:32]=[CH:31][CH:30]=2)[CH2:6]1.O.[OH-].[Li+].Cl. (5) Given the product [N+:1]([C:4]1[C:12]2[C:7](=[CH:8][CH:9]=[C:10]([C:13]([NH:18][NH2:19])=[O:15])[CH:11]=2)[NH:6][CH:5]=1)([O-:3])=[O:2], predict the reactants needed to synthesize it. The reactants are: [N+:1]([C:4]1[C:12]2[C:7](=[CH:8][CH:9]=[C:10]([C:13]([O:15]C)=O)[CH:11]=2)[NH:6][CH:5]=1)([O-:3])=[O:2].O.[NH2:18][NH2:19]. (6) Given the product [CH2:19]([N:6]([CH2:10][CH3:11])[C:5]1[CH:7]=[CH:8][CH:9]=[C:3]([CH2:1][CH3:2])[CH:4]=1)[CH3:20], predict the reactants needed to synthesize it. The reactants are: [CH2:1]([C:3]1[CH:4]=[C:5]([CH:7]=[CH:8][CH:9]=1)[NH2:6])[CH3:2].[CH2:10](O)[CH3:11].C(=O)([O-])[O-].[Na+].[Na+].[CH2:19](I)[CH3:20].